Regression. Given two drug SMILES strings and cell line genomic features, predict the synergy score measuring deviation from expected non-interaction effect. From a dataset of NCI-60 drug combinations with 297,098 pairs across 59 cell lines. Drug 1: CC1=CC=C(C=C1)C2=CC(=NN2C3=CC=C(C=C3)S(=O)(=O)N)C(F)(F)F. Drug 2: COC1=C2C(=CC3=C1OC=C3)C=CC(=O)O2. Cell line: NCIH23. Synergy scores: CSS=-0.390, Synergy_ZIP=-1.75, Synergy_Bliss=-6.40, Synergy_Loewe=-5.79, Synergy_HSA=-5.66.